From a dataset of Catalyst prediction with 721,799 reactions and 888 catalyst types from USPTO. Predict which catalyst facilitates the given reaction. (1) Reactant: Cl[C:2]1[N:7]=[C:6]([O:8][CH3:9])[N:5]=[C:4]([NH:10][CH3:11])[N:3]=1.[C:12]1(B(O)O)[CH:17]=[CH:16][CH:15]=[CH:14][CH:13]=1.C(=O)([O-])[O-].[Na+].[Na+]. Product: [CH3:9][O:8][C:6]1[N:7]=[C:2]([C:12]2[CH:17]=[CH:16][CH:15]=[CH:14][CH:13]=2)[N:3]=[C:4]([NH:10][CH3:11])[N:5]=1. The catalyst class is: 438. (2) Reactant: [CH3:1][C:2]1([CH3:16])[C:6]([CH3:8])([CH3:7])[O:5][B:4]([C:9]2[CH:14]=[CH:13][C:12]([OH:15])=[CH:11][CH:10]=2)[O:3]1.Br[CH2:18][CH2:19][CH2:20][Cl:21].C(=O)([O-])[O-].[K+].[K+]. Product: [Cl:21][CH2:20][CH2:19][CH2:18][O:15][C:12]1[CH:13]=[CH:14][C:9]([B:4]2[O:3][C:2]([CH3:16])([CH3:1])[C:6]([CH3:7])([CH3:8])[O:5]2)=[CH:10][CH:11]=1. The catalyst class is: 10. (3) Reactant: [CH:1]1[CH:9]=[CH:8][C:7]2[C:3](=[N:4][O:5][N+:6]=2[O-:10])[CH:2]=1.C1CC[N:19]2[C:14](=[N:15]CCC2)CC1.N#CN.C(O)(=O)C. Product: [CH:1]1[CH:9]=[CH:8][C:7]2[N+:6]([O-:10])=[N:15][C:14]([NH2:19])=[N+:4]([O-:5])[C:3]=2[CH:2]=1. The catalyst class is: 21. (4) Reactant: Br[C:2]1[CH:7]=[CH:6][C:5]([C:8]2[O:9][C:10]([C:13]3[CH:18]=[CH:17][C:16]([C:19]([CH3:22])([CH3:21])[CH3:20])=[CH:15][CH:14]=3)=[N:11][N:12]=2)=[CH:4][CH:3]=1.[CH2:23]([Sn](CCCC)(CCCC)C=C)[CH2:24]CC. Product: [C:19]([C:16]1[CH:17]=[CH:18][C:13]([C:10]2[O:9][C:8]([C:5]3[CH:6]=[CH:7][C:2]([CH:23]=[CH2:24])=[CH:3][CH:4]=3)=[N:12][N:11]=2)=[CH:14][CH:15]=1)([CH3:22])([CH3:21])[CH3:20]. The catalyst class is: 109. (5) Reactant: [CH3:1][O:2][C:3]1[CH:21]=[CH:20][C:19]([N+:22]([O-:24])=[O:23])=[CH:18][C:4]=1[O:5][CH2:6][CH2:7][N:8]1[C:13](=O)[CH2:12][C:11]([CH3:16])([CH3:15])[CH2:10][C:9]1=O.CO. Product: [CH3:1][O:2][C:3]1[CH:21]=[CH:20][C:19]([N+:22]([O-:24])=[O:23])=[CH:18][C:4]=1[O:5][CH2:6][CH2:7][N:8]1[CH2:9][CH2:10][C:11]([CH3:16])([CH3:15])[CH2:12][CH2:13]1. The catalyst class is: 1.